This data is from Full USPTO retrosynthesis dataset with 1.9M reactions from patents (1976-2016). The task is: Predict the reactants needed to synthesize the given product. Given the product [F:3][C:4]([F:17])([F:18])[C:5]([O:10][S:19]([C:22]([F:25])([F:24])[F:23])(=[O:21])=[O:20])([C:11]1[CH:12]=[CH:13][CH:14]=[CH:15][CH:16]=1)[C:6]([F:8])([F:7])[F:9], predict the reactants needed to synthesize it. The reactants are: [H-].[K+].[F:3][C:4]([F:18])([F:17])[C:5]([C:11]1[CH:16]=[CH:15][CH:14]=[CH:13][CH:12]=1)([OH:10])[C:6]([F:9])([F:8])[F:7].[S:19](O[S:19]([C:22]([F:25])([F:24])[F:23])(=[O:21])=[O:20])([C:22]([F:25])([F:24])[F:23])(=[O:21])=[O:20].